This data is from Full USPTO retrosynthesis dataset with 1.9M reactions from patents (1976-2016). The task is: Predict the reactants needed to synthesize the given product. (1) Given the product [CH2:10]([Si:2]([CH:3]([CH3:4])[CH3:5])([CH:6]([CH3:7])[CH3:8])[Cl:9])[CH2:11][CH2:12][CH3:13], predict the reactants needed to synthesize it. The reactants are: Cl[Si:2]([Cl:9])([CH:6]([CH3:8])[CH3:7])[CH:3]([CH3:5])[CH3:4].[CH2:10]([Li])[CH2:11][CH2:12][CH3:13]. (2) Given the product [CH3:18][C:1]1[CH:6]=[CH:5][C:4]([C:7](=[O:11])/[CH:8]=[CH:9]/[CH3:10])=[CH:3][CH:2]=1, predict the reactants needed to synthesize it. The reactants are: [CH:1]1[CH:6]=[CH:5][CH:4]=[CH:3][CH:2]=1.[C:7](Cl)(=[O:11])/[CH:8]=[CH:9]/[CH3:10].[Cl-].[Al+3].[Cl-].[Cl-].Cl[CH2:18]Cl.